From a dataset of Catalyst prediction with 721,799 reactions and 888 catalyst types from USPTO. Predict which catalyst facilitates the given reaction. Reactant: [F:1][C:2]([F:24])([F:23])[C:3]1[CH:22]=[CH:21][CH:20]=[CH:19][C:4]=1[O:5][CH:6]1[CH2:10][CH2:9][N:8]([C:11]2[S:12][C:13]([C:16]([NH2:18])=O)=[CH:14][N:15]=2)[CH2:7]1.C(N(CC)CC)C.S(OS(C(F)(F)F)(=O)=O)(C(F)(F)F)(=O)=O. Product: [F:23][C:2]([F:1])([F:24])[C:3]1[CH:22]=[CH:21][CH:20]=[CH:19][C:4]=1[O:5][CH:6]1[CH2:10][CH2:9][N:8]([C:11]2[S:12][C:13]([C:16]#[N:18])=[CH:14][N:15]=2)[CH2:7]1. The catalyst class is: 2.